Dataset: Peptide-MHC class I binding affinity with 185,985 pairs from IEDB/IMGT. Task: Regression. Given a peptide amino acid sequence and an MHC pseudo amino acid sequence, predict their binding affinity value. This is MHC class I binding data. (1) The peptide sequence is NQQAELEAF. The MHC is Mamu-B1001 with pseudo-sequence Mamu-B1001. The binding affinity (normalized) is 0.504. (2) The peptide sequence is PLRPMTYR. The MHC is HLA-B35:03 with pseudo-sequence HLA-B35:03. The binding affinity (normalized) is 0. (3) The peptide sequence is VLDEPSIGL. The MHC is HLA-A02:12 with pseudo-sequence HLA-A02:12. The binding affinity (normalized) is 0.936.